Dataset: Forward reaction prediction with 1.9M reactions from USPTO patents (1976-2016). Task: Predict the product of the given reaction. (1) Given the reactants [F:1][C:2]1[CH:7]=[CH:6][C:5]2[O:8][CH2:9][CH:10]3[CH:14]([C:15]4[CH:20]=[CH:19][CH:18]=[CH:17][CH:16]=4)[N:13]([C:21](Cl)=[O:22])[N:12]=[C:11]3[C:4]=2[CH:3]=1.[CH3:24][N:25]1[CH2:30][CH2:29][CH:28]([NH:31][CH3:32])[CH2:27][CH2:26]1.C(=O)(O)[O-].[Na+], predict the reaction product. The product is: [CH3:32][N:31]([CH:28]1[CH2:29][CH2:30][N:25]([CH3:24])[CH2:26][CH2:27]1)[C:21]([N:13]1[CH:14]([C:15]2[CH:20]=[CH:19][CH:18]=[CH:17][CH:16]=2)[CH:10]2[CH2:9][O:8][C:5]3[CH:6]=[CH:7][C:2]([F:1])=[CH:3][C:4]=3[C:11]2=[N:12]1)=[O:22]. (2) Given the reactants [CH3:1][O:2][C:3]1[CH:4]=[CH:5][C:6]2[NH:12][C:11](=[O:13])[N:10]([CH:14]3[CH2:19][CH2:18][NH:17][CH2:16][CH2:15]3)[CH2:9][CH2:8][C:7]=2[CH:20]=1.Cl[C:22]1[N:27]=[CH:26][N:25]=[C:24]([C:28]([C:30]2[CH:39]=[C:38]([CH3:40])[C:33]3[NH:34][C:35](=[O:37])[O:36][C:32]=3[CH:31]=2)=[O:29])[CH:23]=1.CCN(C(C)C)C(C)C, predict the reaction product. The product is: [CH3:1][O:2][C:3]1[CH:4]=[CH:5][C:6]2[NH:12][C:11](=[O:13])[N:10]([CH:14]3[CH2:19][CH2:18][N:17]([C:22]4[CH:23]=[C:24]([C:28]([C:30]5[CH:39]=[C:38]([CH3:40])[C:33]6[NH:34][C:35](=[O:37])[O:36][C:32]=6[CH:31]=5)=[O:29])[N:25]=[CH:26][N:27]=4)[CH2:16][CH2:15]3)[CH2:9][CH2:8][C:7]=2[CH:20]=1. (3) Given the reactants [CH3:1][O:2][C:3]([C:5]1[C@@H:6]([C:23]2[CH:28]=[CH:27][C:26]([C:29]#[N:30])=[CH:25][CH:24]=2)[NH:7][C:8](=O)[N:9]([C:12]2[CH:17]=[CH:16][CH:15]=[C:14]([C:18]([F:21])([F:20])[F:19])[CH:13]=2)[C:10]=1[CH3:11])=[O:4].COC1C=CC(P2(SP(C3C=CC(OC)=CC=3)(=S)S2)=[S:40])=CC=1, predict the reaction product. The product is: [CH3:1][O:2][C:3]([C:5]1[C@@H:6]([C:23]2[CH:28]=[CH:27][C:26]([C:29]#[N:30])=[CH:25][CH:24]=2)[NH:7][C:8](=[S:40])[N:9]([C:12]2[CH:17]=[CH:16][CH:15]=[C:14]([C:18]([F:21])([F:20])[F:19])[CH:13]=2)[C:10]=1[CH3:11])=[O:4]. (4) Given the reactants [CH2:1]1[C:5]2([CH2:10][CH2:9][C:8](=[O:11])[CH2:7][CH2:6]2)[CH2:4][CH2:3][NH:2]1.[CH3:12][C:13]([O:16][C:17](O[C:17]([O:16][C:13]([CH3:15])([CH3:14])[CH3:12])=[O:18])=[O:18])([CH3:15])[CH3:14].C([O-])([O-])=O.[Na+].[Na+], predict the reaction product. The product is: [O:11]=[C:8]1[CH2:9][CH2:10][C:5]2([CH2:1][N:2]([C:17]([O:16][C:13]([CH3:15])([CH3:14])[CH3:12])=[O:18])[CH2:3][CH2:4]2)[CH2:6][CH2:7]1. (5) Given the reactants [CH2:1]([O:5][C:6]1[CH:11]=[CH:10][CH:9]=[CH:8][C:7]=1I)[CH:2]=[CH:3][CH3:4].C([O-])([O-])=O.[Na+].[Na+].CC([O-])=O.[Na+], predict the reaction product. The product is: [CH2:3]([C:2]1[C:7]2[CH:8]=[CH:9][CH:10]=[CH:11][C:6]=2[O:5][CH:1]=1)[CH3:4]. (6) Given the reactants [F:1][C:2]1[CH:10]=[C:9]2[C:5]([C:6]([C:11]3[CH:12]=[CH:13][C:14]([NH:17][C:18]([CH:20]4[CH2:25][CH2:24][NH:23][CH2:22][CH2:21]4)=[O:19])=[N:15][CH:16]=3)=[CH:7][NH:8]2)=[CH:4][CH:3]=1.[CH3:26][C:27](OC(C)=O)=[O:28], predict the reaction product. The product is: [C:27]([N:23]1[CH2:24][CH2:25][CH:20]([C:18]([NH:17][C:14]2[CH:13]=[CH:12][C:11]([C:6]3[C:5]4[C:9](=[CH:10][C:2]([F:1])=[CH:3][CH:4]=4)[NH:8][CH:7]=3)=[CH:16][N:15]=2)=[O:19])[CH2:21][CH2:22]1)(=[O:28])[CH3:26].